This data is from NCI-60 drug combinations with 297,098 pairs across 59 cell lines. The task is: Regression. Given two drug SMILES strings and cell line genomic features, predict the synergy score measuring deviation from expected non-interaction effect. (1) Drug 1: CC12CCC3C(C1CCC2=O)CC(=C)C4=CC(=O)C=CC34C. Drug 2: CCC1=CC2CC(C3=C(CN(C2)C1)C4=CC=CC=C4N3)(C5=C(C=C6C(=C5)C78CCN9C7C(C=CC9)(C(C(C8N6C)(C(=O)OC)O)OC(=O)C)CC)OC)C(=O)OC.C(C(C(=O)O)O)(C(=O)O)O. Cell line: CAKI-1. Synergy scores: CSS=40.7, Synergy_ZIP=-0.0132, Synergy_Bliss=-2.58, Synergy_Loewe=-0.317, Synergy_HSA=0.852. (2) Drug 2: CS(=O)(=O)OCCCCOS(=O)(=O)C. Synergy scores: CSS=4.00, Synergy_ZIP=0.545, Synergy_Bliss=4.19, Synergy_Loewe=1.33, Synergy_HSA=1.40. Cell line: SK-MEL-5. Drug 1: CC1=C(C=C(C=C1)NC(=O)C2=CC=C(C=C2)CN3CCN(CC3)C)NC4=NC=CC(=N4)C5=CN=CC=C5. (3) Drug 1: C1=C(C(=O)NC(=O)N1)F. Drug 2: CC1C(C(CC(O1)OC2CC(OC(C2O)C)OC3=CC4=CC5=C(C(=O)C(C(C5)C(C(=O)C(C(C)O)O)OC)OC6CC(C(C(O6)C)O)OC7CC(C(C(O7)C)O)OC8CC(C(C(O8)C)O)(C)O)C(=C4C(=C3C)O)O)O)O. Cell line: K-562. Synergy scores: CSS=43.1, Synergy_ZIP=-8.13, Synergy_Bliss=-15.6, Synergy_Loewe=-15.7, Synergy_HSA=-15.6. (4) Drug 1: C1=CN(C(=O)N=C1N)C2C(C(C(O2)CO)O)O.Cl. Drug 2: C(CCl)NC(=O)N(CCCl)N=O. Cell line: SF-295. Synergy scores: CSS=26.4, Synergy_ZIP=-5.69, Synergy_Bliss=-4.16, Synergy_Loewe=-16.5, Synergy_HSA=-2.88. (5) Drug 1: CCC1=CC2CC(C3=C(CN(C2)C1)C4=CC=CC=C4N3)(C5=C(C=C6C(=C5)C78CCN9C7C(C=CC9)(C(C(C8N6C)(C(=O)OC)O)OC(=O)C)CC)OC)C(=O)OC.C(C(C(=O)O)O)(C(=O)O)O. Drug 2: CC=C1C(=O)NC(C(=O)OC2CC(=O)NC(C(=O)NC(CSSCCC=C2)C(=O)N1)C(C)C)C(C)C. Cell line: SF-295. Synergy scores: CSS=36.4, Synergy_ZIP=-3.11, Synergy_Bliss=-4.28, Synergy_Loewe=-6.31, Synergy_HSA=-3.23. (6) Drug 1: C1CNP(=O)(OC1)N(CCCl)CCCl. Drug 2: C1CCC(C(C1)N)N.C(=O)(C(=O)[O-])[O-].[Pt+4]. Cell line: HL-60(TB). Synergy scores: CSS=10.5, Synergy_ZIP=-14.8, Synergy_Bliss=-19.4, Synergy_Loewe=-74.9, Synergy_HSA=-22.5.